Dataset: Forward reaction prediction with 1.9M reactions from USPTO patents (1976-2016). Task: Predict the product of the given reaction. (1) Given the reactants [NH2:1][C:2]1[CH:3]=[CH:4][C:5]([O:24][CH3:25])=[C:6]([CH:23]=1)[O:7][C:8]1[CH:9]=[CH:10][C:11]2[N:12]([CH:14]=[C:15]([NH:17][C:18]([CH:20]3[CH2:22][CH2:21]3)=[O:19])[N:16]=2)[N:13]=1.[CH3:26][N:27]1[C:31]([C:32](Cl)=[O:33])=[CH:30][C:29]([CH3:35])=[N:28]1.C(N(CC)CC)C, predict the reaction product. The product is: [CH:20]1([C:18]([NH:17][C:15]2[N:16]=[C:11]3[CH:10]=[CH:9][C:8]([O:7][C:6]4[CH:23]=[C:2]([NH:1][C:32]([C:31]5[N:27]([CH3:26])[N:28]=[C:29]([CH3:35])[CH:30]=5)=[O:33])[CH:3]=[CH:4][C:5]=4[O:24][CH3:25])=[N:13][N:12]3[CH:14]=2)=[O:19])[CH2:21][CH2:22]1. (2) The product is: [CH3:1][C:2]1[S:3][CH:4]=[C:5]([C:7]([N:9]2[CH2:14][C:13]3([CH2:15][CH2:16][N:17]([CH2:20][C:21]4[CH:22]=[C:23]([CH:36]=[CH:37][CH:38]=4)[CH2:24][CH2:25][O:26][CH2:27][CH2:28][C:29]([OH:31])=[O:30])[CH2:18][CH2:19]3)[O:12][CH2:11][CH2:10]2)=[O:8])[N:6]=1. Given the reactants [CH3:1][C:2]1[S:3][CH:4]=[C:5]([C:7]([N:9]2[CH2:14][C:13]3([CH2:19][CH2:18][N:17]([CH2:20][C:21]4[CH:22]=[C:23]([CH:36]=[CH:37][CH:38]=4)[CH2:24][CH2:25][O:26][CH2:27][CH2:28][C:29]([O:31]C(C)(C)C)=[O:30])[CH2:16][CH2:15]3)[O:12][CH2:11][CH2:10]2)=[O:8])[N:6]=1.C(O)(C(F)(F)F)=O, predict the reaction product. (3) Given the reactants [F:1][C:2]1[C:3]([N:26]2[CH:30]=[C:29]([C:31]3[CH:35]=[CH:34][O:33][CH:32]=3)[C:28]([CH:36]=O)=[CH:27]2)=[N:4][C:5]([NH:8][C:9]2[CH:14]=[C:13]([N+:15]([O-])=O)[C:12]([N:18]3[CH2:23][CH2:22][O:21][CH2:20][CH2:19]3)=[CH:11][C:10]=2[O:24][CH3:25])=[N:6][CH:7]=1.Cl.[NH:39]1[CH2:42][CH2:41][CH2:40]1, predict the reaction product. The product is: [N:39]1([CH2:36][C:28]2[C:29]([C:31]3[CH:35]=[CH:34][O:33][CH:32]=3)=[CH:30][N:26]([C:3]3[C:2]([F:1])=[CH:7][N:6]=[C:5]([NH:8][C:9]4[C:10]([O:24][CH3:25])=[CH:11][C:12]([N:18]5[CH2:23][CH2:22][O:21][CH2:20][CH2:19]5)=[C:13]([NH:15][C:10](=[O:24])[CH:9]=[CH2:14])[CH:14]=4)[N:4]=3)[CH:27]=2)[CH2:42][CH2:41][CH2:40]1. (4) Given the reactants [Cl:1][C:2]1[CH:7]=[CH:6][C:5]([CH2:8][N:9]2[CH2:13][CH2:12][S:11][C:10]2=[NH:14])=[CH:4][N:3]=1.[C:15]([OH:23])(=[O:22])[C:16]1[CH:21]=[CH:20][CH:19]=[N:18][CH:17]=1.Cl.C(N=C=NCCCN(C)C)C, predict the reaction product. The product is: [Cl:1][C:2]1[CH:7]=[CH:6][C:5]([CH2:8][N:9]2[CH2:13][CH2:12][S:11][C:10]2=[N:14][O:23][C:15](=[O:22])[C:16]2[CH:21]=[CH:20][CH:19]=[N:18][CH:17]=2)=[CH:4][N:3]=1.